From a dataset of Peptide-MHC class I binding affinity with 185,985 pairs from IEDB/IMGT. Regression. Given a peptide amino acid sequence and an MHC pseudo amino acid sequence, predict their binding affinity value. This is MHC class I binding data. The binding affinity (normalized) is 0.643. The peptide sequence is AILHNIYRL. The MHC is HLA-A02:01 with pseudo-sequence HLA-A02:01.